The task is: Predict the reaction yield, written as a fraction of the theoretical maximum amount of product (1.0 means a 100% yield; for example, 0.34 means a 34% yield).. This data is from Reaction yield outcomes from USPTO patents with 853,638 reactions. (1) The product is [F:9][C:6]1[CH:7]=[CH:8][C:3]([OH:2])=[CH:4][C:5]=1[NH:10][C:11]([C:13]1[N:17]([CH3:18])[N:16]=[C:15]([CH3:19])[CH:14]=1)=[O:12]. The reactants are C(=O)(OC)[O:2][C:3]1[CH:8]=[CH:7][C:6]([F:9])=[C:5]([NH:10][C:11]([C:13]2[N:17]([CH3:18])[N:16]=[C:15]([CH3:19])[CH:14]=2)=[O:12])[CH:4]=1.[OH-].[Na+].Cl. The yield is 0.840. The catalyst is CO. (2) The reactants are [F:1][C:2]1C=[C:6](O)[CH:5]=[CH:4][C:3]=1B(O)O.Br[C:13]1[C:21]2[O:20][CH:19]=[CH:18][C:17]=2[C:16]([F:22])=[C:15]([F:23])[CH:14]=1.[C:24](=[O:27])([O-])[O-:25].[Na+].[Na+].BrC[C:32]1[CH:33]=[C:34]([CH:39]=[CH:40][CH:41]=1)[C:35]([O:37][CH3:38])=O.C(=O)([O-])[O-].[K+].[K+].[OH-].[Li+]. The catalyst is C(OCC)(=O)C.C1C=CC(P(C2C=CC=CC=2)[C-]2C=CC=C2)=CC=1.C1C=CC(P(C2C=CC=CC=2)[C-]2C=CC=C2)=CC=1.Cl[Pd]Cl.[Fe+2].C1COCC1.O.CO.CN(C=O)C.O1CCOCC1. The product is [F:22][C:16]1[C:17]2[CH:18]=[CH:19][O:20][C:21]=2[C:13]([C:4]2[CH:5]=[CH:6][C:38]([O:37][CH2:35][C:34]3[CH:39]=[C:40]([CH:41]=[CH:32][CH:33]=3)[C:24]([OH:25])=[O:27])=[C:2]([F:1])[CH:3]=2)=[CH:14][C:15]=1[F:23]. The yield is 0.240. (3) The reactants are [CH3:1][NH:2][CH2:3][C:4]1[S:8][C:7]2[CH:9]=[CH:10][CH:11]=[CH:12][C:6]=2[C:5]=1[CH3:13].CNCC1C=CC2C(=CC=CC=2)C=1CCC.[ClH:30].[O:31]=[C:32]1[C@H:41]2[N:37]([CH2:38][CH2:39][CH2:40]2)[CH2:36][C:35]2[CH:42]=[C:43](/[CH:46]=[CH:47]/[C:48](O)=[O:49])[CH:44]=[N:45][C:34]=2[NH:33]1.Cl.CN1CC2C=C(/C=C/C(O)=O)C=NC=2NC(=O)C1. The catalyst is CO. The product is [ClH:30].[CH3:1][N:2]([CH2:3][C:4]1[S:8][C:7]2[CH:9]=[CH:10][CH:11]=[CH:12][C:6]=2[C:5]=1[CH3:13])[C:48](=[O:49])/[CH:47]=[CH:46]/[C:43]1[CH:44]=[N:45][C:34]2[NH:33][C:32](=[O:31])[C@H:41]3[N:37]([CH2:38][CH2:39][CH2:40]3)[CH2:36][C:35]=2[CH:42]=1. The yield is 0.620.